Dataset: Forward reaction prediction with 1.9M reactions from USPTO patents (1976-2016). Task: Predict the product of the given reaction. Given the reactants [CH:1]([N:4]1[CH2:9][CH2:8][N:7]([C:10](=[O:42])[CH2:11][CH2:12][CH2:13][C:14]#[C:15][C:16]2[CH:17]=[CH:18][N:19]3[C:24]=2[C:23](=[O:25])[N:22]([C:26]2[CH:31]=[CH:30][CH:29]=[CH:28][CH:27]=2)[C:21]([C@@H:32]([NH:34]C(=O)OC(C)(C)C)[CH3:33])=[N:20]3)[CH2:6][CH2:5]1)([CH3:3])[CH3:2].Cl, predict the reaction product. The product is: [NH2:34][C@H:32]([C:21]1[N:22]([C:26]2[CH:31]=[CH:30][CH:29]=[CH:28][CH:27]=2)[C:23](=[O:25])[C:24]2=[C:16]([C:15]#[C:14][CH2:13][CH2:12][CH2:11][C:10]([N:7]3[CH2:8][CH2:9][N:4]([CH:1]([CH3:3])[CH3:2])[CH2:5][CH2:6]3)=[O:42])[CH:17]=[CH:18][N:19]2[N:20]=1)[CH3:33].